From a dataset of Forward reaction prediction with 1.9M reactions from USPTO patents (1976-2016). Predict the product of the given reaction. Given the reactants [C:1]([O:5][C:6]([NH:8][C@H:9]([C:11]1[C:20]([C:21]2[CH:26]=[CH:25][CH:24]=[CH:23][N:22]=2)=[C:19]([C:27]([OH:29])=O)[C:18]2[C:13](=[CH:14][CH:15]=[C:16]([F:30])[CH:17]=2)[N:12]=1)[CH3:10])=[O:7])([CH3:4])([CH3:3])[CH3:2].C1CN([P+](O[N:55]2N=[N:55][C:50]3[CH:51]=[CH:52][CH:52]=[CH:51][C:50]2=3)(N2CCCC2)N2CCCC2)CC1.F[P-](F)(F)(F)(F)F.CCN(C(C)C)C(C)C.C1(N)CC1, predict the reaction product. The product is: [CH:50]1([NH:55][C:27]([C:19]2[C:18]3[C:13](=[CH:14][CH:15]=[C:16]([F:30])[CH:17]=3)[N:12]=[C:11]([C@@H:9]([NH:8][C:6](=[O:7])[O:5][C:1]([CH3:4])([CH3:3])[CH3:2])[CH3:10])[C:20]=2[C:21]2[CH:26]=[CH:25][CH:24]=[CH:23][N:22]=2)=[O:29])[CH2:52][CH2:51]1.